Dataset: NCI-60 drug combinations with 297,098 pairs across 59 cell lines. Task: Regression. Given two drug SMILES strings and cell line genomic features, predict the synergy score measuring deviation from expected non-interaction effect. Drug 1: C1CC(C1)(C(=O)O)C(=O)O.[NH2-].[NH2-].[Pt+2]. Drug 2: C1=NNC2=C1C(=O)NC=N2. Cell line: NCIH23. Synergy scores: CSS=6.78, Synergy_ZIP=-4.59, Synergy_Bliss=-3.04, Synergy_Loewe=-2.39, Synergy_HSA=-1.86.